The task is: Predict the product of the given reaction.. This data is from Forward reaction prediction with 1.9M reactions from USPTO patents (1976-2016). Given the reactants [S:1]1[C:5]2[CH:6]=[CH:7][CH:8]=[CH:9][C:4]=2[N:3]=[C:2]1[C:10]1[C:18]2[CH2:17][CH2:16][N:15](C(OC(C)(C)C)=O)[CH2:14][C:13]=2[S:12][C:11]=1[NH:26][C:27]([CH:29]1[CH2:31][CH2:30]1)=[O:28].[F:32][C:33]([F:38])([F:37])[C:34]([OH:36])=[O:35], predict the reaction product. The product is: [F:32][C:33]([F:38])([F:37])[C:34]([O-:36])=[O:35].[S:1]1[C:5]2[CH:6]=[CH:7][CH:8]=[CH:9][C:4]=2[N:3]=[C:2]1[C:10]1[C:18]2[CH2:17][CH2:16][NH2+:15][CH2:14][C:13]=2[S:12][C:11]=1[NH:26][C:27]([CH:29]1[CH2:30][CH2:31]1)=[O:28].